This data is from Full USPTO retrosynthesis dataset with 1.9M reactions from patents (1976-2016). The task is: Predict the reactants needed to synthesize the given product. (1) Given the product [CH2:20]([O:19][C:17]([C:10]1[N:11]2[C:16]([CH:15]=[CH:14][CH:13]=[CH:12]2)=[C:8]([C:6]([OH:7])=[O:5])[CH:9]=1)=[O:18])[C:21]1[CH:22]=[CH:23][CH:24]=[CH:25][CH:26]=1, predict the reactants needed to synthesize it. The reactants are: C([O:5][C:6]([C:8]1[CH:9]=[C:10]([C:17]([O:19][CH2:20][C:21]2[CH:26]=[CH:25][CH:24]=[CH:23][CH:22]=2)=[O:18])[N:11]2[C:16]=1[CH:15]=[CH:14][CH:13]=[CH:12]2)=[O:7])(C)(C)C.C(O)(C(F)(F)F)=O. (2) Given the product [C:33]([OH:46])(=[O:45])[CH:34]=[CH2:35].[NH2:3][C:2]([O:27][CH2:26][CH3:25])=[O:1], predict the reactants needed to synthesize it. The reactants are: [O:1]=[C:2]=[N:3]C1CC(C)(C)CC(C)(CN=C=O)C1.C(C1[C:26]([OH:27])=[C:25](C(C)(C)C)C=C(C)C=1)(C)(C)C.[C:33]([O-:46])(=[O:45])[CH2:34][CH2:35]CCCCCCCCC.[C:33]([O-:46])(=[O:45])[CH2:34][CH2:35]CCCCCCCCC.C([Sn+2]CCCC)CCC.C1C2NC3C(=CC=CC=3)SC=2C=CC=1.C(OCCO)(=O)C=C. (3) Given the product [Cl:1][C:2]1[CH:3]=[CH:4][C:5]2[N:9]=[CH:8][N:7]([C:10]3[S:14][C:13]([C:15]([O:17][CH3:18])=[O:16])=[C:12]([O:19][CH2:23][C:24]4[CH:25]=[N:26][CH:27]=[CH:28][CH:29]=4)[CH:11]=3)[C:6]=2[CH:20]=1, predict the reactants needed to synthesize it. The reactants are: [Cl:1][C:2]1[CH:3]=[CH:4][C:5]2[N:9]=[CH:8][N:7]([C:10]3[S:14][C:13]([C:15]([O:17][CH3:18])=[O:16])=[C:12]([OH:19])[CH:11]=3)[C:6]=2[CH:20]=1.Br.Br[CH2:23][C:24]1[CH:25]=[N:26][CH:27]=[CH:28][CH:29]=1.C(=O)([O-])[O-].[K+].[K+].